From a dataset of Forward reaction prediction with 1.9M reactions from USPTO patents (1976-2016). Predict the product of the given reaction. (1) Given the reactants [I:1]C.[CH3:3][NH:4][C@@:5]12[C@@H:13]3[CH2:14][C@@H:10]([CH2:11][CH2:12]3)[C@@H:9]1[CH2:8][CH2:7][CH2:6]2.[CH3:15]COCC, predict the reaction product. The product is: [IH:1].[CH3:3][N:4]([CH3:15])[C@@:5]12[C@@H:13]3[CH2:14][C@@H:10]([CH2:11][CH2:12]3)[C@@H:9]1[CH2:8][CH2:7][CH2:6]2. (2) The product is: [NH2:16][C:10]([CH3:11])([CH2:9][O:8][CH2:1][C:2]1[CH:7]=[CH:6][CH:5]=[CH:4][CH:3]=1)[C:13]#[N:14]. Given the reactants [CH2:1]([O:8][CH2:9][C:10](=O)[CH3:11])[C:2]1[CH:7]=[CH:6][CH:5]=[CH:4][CH:3]=1.[C-:13]#[N:14].[Na+].[NH4+:16].[Cl-].N, predict the reaction product. (3) Given the reactants [Cl:1][C:2]1[CH:7]=[CH:6][C:5]([CH:8]([C:20]2[CH:25]=[CH:24][C:23]([OH:26])=[C:22]([F:27])[CH:21]=2)[CH2:9][C:10]([C:12]2[CH:13]=[CH:14][C:15](=[O:19])[N:16]([CH3:18])[CH:17]=2)=O)=[C:4]([CH3:28])[CH:3]=1.Cl.[NH2:30][OH:31].C(=O)([O-])O.[Na+], predict the reaction product. The product is: [Cl:1][C:2]1[CH:7]=[CH:6][C:5]([CH:8]([C:20]2[CH:25]=[CH:24][C:23]([OH:26])=[C:22]([F:27])[CH:21]=2)[CH2:9]/[C:10](/[C:12]2[CH:13]=[CH:14][C:15](=[O:19])[N:16]([CH3:18])[CH:17]=2)=[N:30]\[OH:31])=[C:4]([CH3:28])[CH:3]=1. (4) Given the reactants [CH3:1][O:2][C:3]1[CH:4]=[C:5]([N:20]2[CH2:25][CH2:24][C:23]3[CH:26]=[CH:27][S:28][C:22]=3[C:21]2=[O:29])[CH:6]=[CH:7][C:8]=1[O:9][Si:10]([CH:17]([CH3:19])[CH3:18])([CH:14]([CH3:16])[CH3:15])[CH:11]([CH3:13])[CH3:12].C(=O)=O.CC(C)=O.[Br:37]C(F)(F)C(Br)(F)F.[Li]C(C)(C)C.C([O-])(O)=O.[Na+], predict the reaction product. The product is: [Br:37][C:27]1[S:28][C:22]2[C:21](=[O:29])[N:20]([C:5]3[CH:6]=[CH:7][C:8]([O:9][Si:10]([CH:17]([CH3:19])[CH3:18])([CH:14]([CH3:15])[CH3:16])[CH:11]([CH3:12])[CH3:13])=[C:3]([O:2][CH3:1])[CH:4]=3)[CH2:25][CH2:24][C:23]=2[CH:26]=1.